Task: Predict the reaction yield, written as a fraction of the theoretical maximum amount of product (1.0 means a 100% yield; for example, 0.34 means a 34% yield).. Dataset: Reaction yield outcomes from USPTO patents with 853,638 reactions (1) The reactants are Br[C:2]1[CH:7]=[CH:6][CH:5]=[CH:4][CH:3]=1.[Mg].[CH3:9][C:10]([C:12]1[CH:17]=[C:16]([Br:18])[CH:15]=[C:14]([Br:19])[CH:13]=1)=O.O.C1(C)C=CC(S(O)(=O)=O)=CC=1. The catalyst is C1COCC1.C1(C)C=CC=CC=1. The product is [Br:19][C:14]1[CH:13]=[C:12]([C:10]([C:2]2[CH:7]=[CH:6][CH:5]=[CH:4][CH:3]=2)=[CH2:9])[CH:17]=[C:16]([Br:18])[CH:15]=1. The yield is 0.780. (2) The reactants are [CH:1]([O:4][C:5]([N:7]1[CH2:13][CH2:12][CH2:11][CH:10]([N:14]([C:30](=[O:32])[CH3:31])[CH2:15][C:16]2[CH:21]=[C:20]([C:22]([F:25])([F:24])[F:23])[CH:19]=[C:18]([C:26]([F:29])([F:28])[F:27])[CH:17]=2)[C:9]2[CH:33]=[C:34](Br)[CH:35]=[CH:36][C:8]1=2)=[O:6])([CH3:3])[CH3:2].[CH3:38]B1OB(C)OB(C)O1.C(=O)([O-])[O-].[K+].[K+]. The catalyst is O1CCCC1.C(OCC)(=O)C.C1C=CC([P]([Pd]([P](C2C=CC=CC=2)(C2C=CC=CC=2)C2C=CC=CC=2)([P](C2C=CC=CC=2)(C2C=CC=CC=2)C2C=CC=CC=2)[P](C2C=CC=CC=2)(C2C=CC=CC=2)C2C=CC=CC=2)(C2C=CC=CC=2)C2C=CC=CC=2)=CC=1. The product is [C:30]([N:14]([CH2:15][C:16]1[CH:21]=[C:20]([C:22]([F:25])([F:24])[F:23])[CH:19]=[C:18]([C:26]([F:29])([F:28])[F:27])[CH:17]=1)[CH:10]1[CH2:11][CH2:12][CH2:13][N:7]([C:5]([O:4][CH:1]([CH3:3])[CH3:2])=[O:6])[C:8]2[CH:36]=[CH:35][C:34]([CH3:38])=[CH:33][C:9]1=2)(=[O:32])[CH3:31]. The yield is 0.440. (3) The reactants are [Mn]([O-])(=O)(=O)=O.[K+].CC(C)=[O:9].[C:11]([O:15][CH2:16][CH3:17])(=[O:14])[CH:12]=[CH2:13].[OH2:18]. No catalyst specified. The product is [C:11]([O:15][CH2:16][CH3:17])(=[O:14])[CH:12]([CH2:13][OH:9])[OH:18]. The yield is 0.350. (4) The reactants are C([O:3][C:4](=O)[CH2:5][N:6]([CH2:14][C:15]1[CH:20]=[C:19]([Cl:21])[CH:18]=[CH:17][C:16]=1[NH2:22])[C:7]([O:9][C:10]([CH3:13])([CH3:12])[CH3:11])=[O:8])C.CC(C)([O-])C.[K+].O.[Cl-].[NH4+]. The catalyst is O1CCCC1.C(OCC)(=O)C. The product is [C:10]([O:9][C:7]([N:6]1[CH2:14][C:15]2[CH:20]=[C:19]([Cl:21])[CH:18]=[CH:17][C:16]=2[NH:22][C:4](=[O:3])[CH2:5]1)=[O:8])([CH3:13])([CH3:12])[CH3:11]. The yield is 0.880. (5) The reactants are Br[C:2]1[CH:7]=[CH:6][CH:5]=[C:4]([CH2:8][C:9]2[CH:14]=[CH:13][C:12]([CH2:15][CH3:16])=[CH:11][CH:10]=2)[CH:3]=1.CCCCCC.C([Li])CCC.[B:28](OC)([O:31]C)[O:29]C.S(=O)(=O)(O)O. The catalyst is C1COCC1. The product is [CH2:15]([C:12]1[CH:13]=[CH:14][C:9]([CH2:8][C:4]2[CH:3]=[C:2]([B:28]([OH:31])[OH:29])[CH:7]=[CH:6][CH:5]=2)=[CH:10][CH:11]=1)[CH3:16]. The yield is 0.320. (6) The reactants are Br[C:2]1[CH:15]=[C:14]2[C:5]([O:6][C:7]3[C:8]([F:24])=[CH:9][C:10]([O:22][CH3:23])=[CH:11][C:12]=3[C@:13]32[N:20]=[C:19]([NH2:21])[CH2:18][O:17][CH2:16]3)=[CH:4][CH:3]=1.Cl.[F:26][C:27]1([F:33])[CH2:32][CH2:31][NH:30][CH2:29][CH2:28]1.[Li+].C[Si]([N-][Si](C)(C)C)(C)C. The catalyst is C1COCC1. The product is [F:26][C:27]1([F:33])[CH2:32][CH2:31][N:30]([C:2]2[CH:15]=[C:14]3[C:5]([O:6][C:7]4[C:8]([F:24])=[CH:9][C:10]([O:22][CH3:23])=[CH:11][C:12]=4[C@:13]43[N:20]=[C:19]([NH2:21])[CH2:18][O:17][CH2:16]4)=[CH:4][CH:3]=2)[CH2:29][CH2:28]1. The yield is 0.590. (7) The catalyst is CN(C)C=O.O. The reactants are [F:1][C:2]1[CH:7]=[CH:6][C:5]([C:8]2[O:9][C:10]3[C:11](=[C:13]([C:17]([OH:19])=O)[CH:14]=[CH:15][CH:16]=3)[N:12]=2)=[CH:4][CH:3]=1.C1C=CC2N(O)N=[N:26]C=2C=1.CCN=C=NCCCN(C)C.CCN(C(C)C)C(C)C.[Cl-].[NH4+].Cl. The yield is 0.0780. The product is [F:1][C:2]1[CH:7]=[CH:6][C:5]([C:8]2[O:9][C:10]3[C:11](=[C:13]([C:17]([NH2:26])=[O:19])[CH:14]=[CH:15][CH:16]=3)[N:12]=2)=[CH:4][CH:3]=1. (8) The reactants are C1(=O)OCCO1.[F-:7].[K+].Cl[C:10]([O:12][CH:13]1[CH2:18][CH2:17][CH2:16][CH2:15][CH2:14]1)=[O:11].ClC([O-])=O. No catalyst specified. The product is [F:7][C:10]([O:12][CH:13]1[CH2:18][CH2:17][CH2:16][CH2:15][CH2:14]1)=[O:11]. The yield is 0.840. (9) The reactants are [CH2:1](N/[C:9](/[CH3:17])=[C:10](/[CH3:16])\[C:11]([O:13]CC)=[O:12])[C:2]1[CH:7]=[CH:6][CH:5]=[CH:4][CH:3]=1.[N:18]1C=[CH:22][CH:21]=[CH:20][CH:19]=1.[CH3:24][O:25]CC(Cl)=O.C([O:32]CC)C. No catalyst specified. The product is [CH2:21]([CH2:20][C:19]([NH:18][O:25][CH2:24][CH2:1][C:2]1[CH:3]=[CH:4][CH:5]=[CH:6][CH:7]=1)=[O:32])[CH3:22].[CH3:16]/[C:10](=[CH:9]\[CH3:17])/[C:11]([O-:13])=[O:12]. The yield is 0.913.